From a dataset of Catalyst prediction with 721,799 reactions and 888 catalyst types from USPTO. Predict which catalyst facilitates the given reaction. (1) Reactant: [H-].[Na+].[C:3]([C:7]1[CH:8]=[C:9]2[C:14](=[C:15]([F:17])[CH:16]=1)[C:13](=[O:18])[NH:12][N:11]=[CH:10]2)([CH3:6])([CH3:5])[CH3:4].[Br:19][C:20]1[CH:25]=[C:24]([F:26])[C:23]([CH2:27]Br)=[CH:22][C:21]=1[CH2:29][OH:30].O. Product: [Br:19][C:20]1[C:21]([CH2:29][OH:30])=[CH:22][C:23]([CH2:27][N:12]2[N:11]=[CH:10][C:9]3[C:14](=[C:15]([F:17])[CH:16]=[C:7]([C:3]([CH3:6])([CH3:4])[CH3:5])[CH:8]=3)[C:13]2=[O:18])=[C:24]([F:26])[CH:25]=1. The catalyst class is: 3. (2) The catalyst class is: 1. Product: [Br:1][C:2]1[S:6][C:5]([C:7]2[N:20]=[N:11][N:12]([CH2:27][C:25]([O:31][CH2:32][CH3:34])=[O:26])[N:8]=2)=[N:4][N:3]=1. Reactant: [Br:1][C:2]1[S:6][C:5]([C:7]#[N:8])=[N:4][N:3]=1.BrC1SC(C(N)=O)=[N:12][N:11]=1.CC[N:20](CC)CC.[C:25]([O:31][C:32]([C:34](F)(F)F)=O)([C:27](F)(F)F)=[O:26]. (3) Reactant: [Li+].C[Si]([N-:6][Si](C)(C)C)(C)C.C(Cl)(Cl)Cl.P(C(C)(C)C)(C(C)(C)C)C(C)(C)C.[H+].[B-](F)(F)(F)F.[C:34]([O:38][C:39]([N:41]1[CH2:45][CH2:44][CH2:43][CH:42]1[C:46]1[CH:51]=[CH:50][C:49](Br)=[CH:48][CH:47]=1)=[O:40])([CH3:37])([CH3:36])[CH3:35]. Product: [C:34]([O:38][C:39]([N:41]1[CH2:45][CH2:44][CH2:43][CH:42]1[C:46]1[CH:51]=[CH:50][C:49]([NH2:6])=[CH:48][CH:47]=1)=[O:40])([CH3:37])([CH3:36])[CH3:35]. The catalyst class is: 187. (4) Reactant: C[O:2][C:3](=[O:29])[CH:4]([O:20][C:21]1[CH:26]=[CH:25][C:24]([F:27])=[CH:23][C:22]=1[F:28])[C:5]1[CH:10]=[CH:9][C:8]([S:11]([CH:14]2[CH2:19][CH2:18][O:17][CH2:16][CH2:15]2)(=[O:13])=[O:12])=[CH:7][CH:6]=1.O.[OH-].[Li+]. Product: [F:28][C:22]1[CH:23]=[C:24]([F:27])[CH:25]=[CH:26][C:21]=1[O:20][CH:4]([C:5]1[CH:10]=[CH:9][C:8]([S:11]([CH:14]2[CH2:15][CH2:16][O:17][CH2:18][CH2:19]2)(=[O:13])=[O:12])=[CH:7][CH:6]=1)[C:3]([OH:29])=[O:2]. The catalyst class is: 20. (5) Reactant: [Br:1][C:2]1[NH:6][C:5]2[CH:7]=[C:8]([Br:12])[C:9]([Br:11])=[CH:10][C:4]=2[N:3]=1.[N+:13]([O-])([O-:15])=[O:14].[K+]. Product: [Br:1][C:2]1[NH:3][C:4]2[CH:10]=[C:9]([Br:11])[C:8]([Br:12])=[C:7]([N+:13]([O-:15])=[O:14])[C:5]=2[N:6]=1. The catalyst class is: 82. (6) Reactant: [CH:1]([C:3]1[CH:11]=[C:10]2[C:6]([CH:7]=[CH:8][N:9]2[C:12]2[CH:17]=[CH:16][C:15]([O:18][CH3:19])=[C:14]([F:20])[CH:13]=2)=[C:5]([O:21][CH3:22])[CH:4]=1)=[CH2:2]. Product: [CH2:1]([C:3]1[CH:11]=[C:10]2[C:6]([CH:7]=[CH:8][N:9]2[C:12]2[CH:17]=[CH:16][C:15]([O:18][CH3:19])=[C:14]([F:20])[CH:13]=2)=[C:5]([O:21][CH3:22])[CH:4]=1)[CH3:2]. The catalyst class is: 696. (7) The catalyst class is: 546. Reactant: [O:1]1[C:5]2[CH:6]=[CH:7][C:8]([C:10]3[S:11][CH:12]=[C:13]([C:15]([OH:17])=O)[N:14]=3)=[CH:9][C:4]=2[CH2:3][CH2:2]1.[F:18][C:19]([F:31])([F:30])[C:20]1[CH:29]=[CH:28][C:23]2[NH:24][C:25]([NH2:27])=[N:26][C:22]=2[CH:21]=1.F[P-](F)(F)(F)(F)F.N1(OC(N(C)C)=[N+](C)C)C2C=CC=CC=2N=N1.C(N(CC)C(C)C)(C)C. Product: [O:1]1[C:5]2[CH:6]=[CH:7][C:8]([C:10]3[S:11][CH:12]=[C:13]([C:15]([NH:27][C:25]4[NH:24][C:23]5[CH:28]=[CH:29][C:20]([C:19]([F:31])([F:18])[F:30])=[CH:21][C:22]=5[N:26]=4)=[O:17])[N:14]=3)=[CH:9][C:4]=2[CH2:3][CH2:2]1. (8) Reactant: C([O:8][N:9]1[C:18]2[C:13](=[CH:14][C:15]([C:19]3[CH:24]=[CH:23][CH:22]=[CH:21][C:20]=3[O:25][CH3:26])=[CH:16][N:17]=2)[C:12](OS(C(F)(F)F)(=O)=O)=[C:11]([C:35]([O:37][CH2:38][CH3:39])=[O:36])[C:10]1=[O:40])C1C=CC=CC=1.C(OC([NH:48][CH2:49][C:50]1[CH:55]=[CH:54][C:53]([C:56]2[CH:61]=[CH:60][CH:59]=[C:58](B(O)O)[CH:57]=2)=[CH:52][CH:51]=1)=O)(C)(C)C.C(=O)([O-])[O-].[Na+].[Na+].CCOC(C)=O. Product: [NH2:48][CH2:49][C:50]1[CH:55]=[CH:54][C:53]([C:56]2[CH:57]=[CH:58][CH:59]=[C:60]([C:12]3[C:13]4[C:18](=[N:17][CH:16]=[C:15]([C:19]5[CH:24]=[CH:23][CH:22]=[CH:21][C:20]=5[O:25][CH3:26])[CH:14]=4)[N:9]([OH:8])[C:10](=[O:40])[C:11]=3[C:35]([O:37][CH2:38][CH3:39])=[O:36])[CH:61]=2)=[CH:52][CH:51]=1. The catalyst class is: 1.